From a dataset of Forward reaction prediction with 1.9M reactions from USPTO patents (1976-2016). Predict the product of the given reaction. (1) The product is: [Cl:15][C:16]1[CH:21]=[C:20]([Cl:22])[CH:19]=[CH:18][C:17]=1[N:23]1[C:4]2[CH2:5][CH2:6][N:1]([N:9]3[CH2:14][CH2:13][CH2:12][CH2:11][CH2:10]3)[C:2](=[O:8])[C:3]=2[C:25]([CH3:26])=[CH:24]1. Given the reactants [N:1]1([N:9]2[CH2:14][CH2:13][CH2:12][CH2:11][CH2:10]2)[CH2:6][CH2:5][C:4](=O)[CH2:3][C:2]1=[O:8].[Cl:15][C:16]1[CH:21]=[C:20]([Cl:22])[CH:19]=[CH:18][C:17]=1[NH:23][CH2:24][C:25](=O)[CH3:26], predict the reaction product. (2) Given the reactants [N:1]1[CH:9]=[C:8]2[C:4]([N:5]=[CH:6][NH:7]2)=[N:3][CH:2]=1.Br[CH2:11][CH2:12][C:13]#[N:14].[H-].[Na+], predict the reaction product. The product is: [C:13]([CH2:12][CH2:11][N:5]1[CH:6]=[N:7][C:8]2[C:4]1=[N:3][CH:2]=[N:1][CH:9]=2)#[N:14].